This data is from Reaction yield outcomes from USPTO patents with 853,638 reactions. The task is: Predict the reaction yield, written as a fraction of the theoretical maximum amount of product (1.0 means a 100% yield; for example, 0.34 means a 34% yield). (1) The reactants are [Br:1][C:2]1[CH:7]=[CH:6][C:5]([CH2:8][NH2:9])=[C:4]([O:10][C:11]([F:14])([F:13])[F:12])[CH:3]=1.[CH3:15][C:16]1[N:21]=[C:20]([NH:22][CH3:23])[N:19]=[C:18]([NH:24][CH:25]2[CH2:30][CH2:29][CH2:28][CH:27]([C:31](O)=[O:32])[CH2:26]2)[N:17]=1.F[P-](F)(F)(F)(F)F.N1(O[P+](N(C)C)(N(C)C)N(C)C)C2C=CC=CC=2N=N1.C(N(C(C)C)CC)(C)C. The catalyst is CN(C)C=O.O. The product is [Br:1][C:2]1[CH:7]=[CH:6][C:5]([CH2:8][NH:9][C:31]([CH:27]2[CH2:28][CH2:29][CH2:30][CH:25]([NH:24][C:18]3[N:17]=[C:16]([CH3:15])[N:21]=[C:20]([NH:22][CH3:23])[N:19]=3)[CH2:26]2)=[O:32])=[C:4]([O:10][C:11]([F:12])([F:13])[F:14])[CH:3]=1. The yield is 0.530. (2) The reactants are [C:1]([O:5][C:6]([N:8]1[CH2:34][CH2:33][C:11]2([N:15]([C:16]3[CH:21]=[CH:20][CH:19]=[CH:18][CH:17]=3)[CH2:14][N:13]([CH2:22][C:23]3[CH:24]=[C:25]([CH:29]=[CH:30][CH:31]=3)[C:26]([OH:28])=[O:27])[C:12]2=[O:32])[CH2:10][CH2:9]1)=[O:7])([CH3:4])([CH3:3])[CH3:2].C1(N=C=NC2CCCCC2)CCCCC1.O[CH2:51][CH2:52][N:53]1[CH2:58][CH2:57][O:56][CH2:55][CH2:54]1. The catalyst is CN(C)C1C=CN=CC=1.ClCCl. The product is [O:56]1[CH2:57][CH2:58][N:53]([CH2:52][CH2:51][O:27][C:26]([C:25]2[CH:24]=[C:23]([CH:31]=[CH:30][CH:29]=2)[CH2:22][N:13]2[C:12](=[O:32])[C:11]3([CH2:33][CH2:34][N:8]([C:6]([O:5][C:1]([CH3:4])([CH3:2])[CH3:3])=[O:7])[CH2:9][CH2:10]3)[N:15]([C:16]3[CH:21]=[CH:20][CH:19]=[CH:18][CH:17]=3)[CH2:14]2)=[O:28])[CH2:54][CH2:55]1. The yield is 0.590. (3) The reactants are [C:1]([O:7][CH2:8][N:9]1[C:13]2[N:14]=[CH:15][N:16]=[C:17](Cl)[C:12]=2[CH:11]=[CH:10]1)(=[O:6])[C:2]([CH3:5])([CH3:4])[CH3:3].[CH:19]1([CH:24]([N:28]2[CH:32]=[C:31](B3OC(C)(C)C(C)(C)O3)[CH:30]=[N:29]2)[CH2:25][C:26]#[N:27])[CH2:23][CH2:22][CH2:21][CH2:20]1.COCCOC.O.C(=O)([O-])[O-].[K+].[K+]. The catalyst is C1C=CC([P]([Pd]([P](C2C=CC=CC=2)(C2C=CC=CC=2)C2C=CC=CC=2)([P](C2C=CC=CC=2)(C2C=CC=CC=2)C2C=CC=CC=2)[P](C2C=CC=CC=2)(C2C=CC=CC=2)C2C=CC=CC=2)(C2C=CC=CC=2)C2C=CC=CC=2)=CC=1. The product is [C:1]([O:7][CH2:8][N:9]1[C:13]2[N:14]=[CH:15][N:16]=[C:17]([C:31]3[CH:30]=[N:29][N:28]([CH:24]([CH:19]4[CH2:23][CH2:22][CH2:21][CH2:20]4)[CH2:25][C:26]#[N:27])[CH:32]=3)[C:12]=2[CH:11]=[CH:10]1)(=[O:6])[C:2]([CH3:5])([CH3:4])[CH3:3]. The yield is 0.886. (4) The catalyst is CN(C)C=O.C(OCC)(=O)C. The yield is 0.270. The reactants are [C:1]([C:4]1[CH:11]=[C:10]([Cl:12])[C:7]([C:8]#[N:9])=[C:6](I)[C:5]=1[O:14][CH2:15][CH3:16])(=[O:3])[CH3:2].[NH:17]1[CH2:21][CH2:20][CH2:19][CH2:18]1.C(=O)([O-])[O-].[Cs+].[Cs+]. The product is [C:1]([C:4]1[CH:11]=[C:10]([Cl:12])[C:7]([C:8]#[N:9])=[C:6]([N:17]2[CH2:21][CH2:20][CH2:19][CH2:18]2)[C:5]=1[O:14][CH2:15][CH3:16])(=[O:3])[CH3:2]. (5) The reactants are [Cl:1][C:2]1[CH:7]=[CH:6][C:5]([Cl:8])=[CH:4][C:3]=1[OH:9].Cl[CH2:11][C:12]1([C:15]([N:17]2[C:26]3[C:21](=[CH:22][CH:23]=[CH:24][CH:25]=3)[N:20]([CH:27]3[CH2:29][CH2:28]3)[CH2:19][CH2:18]2)=[O:16])[CH2:14][CH2:13]1.C(=O)([O-])[O-].[K+].[K+]. The catalyst is CN(C)C=O. The product is [CH:27]1([N:20]2[C:21]3[C:26](=[CH:25][CH:24]=[CH:23][CH:22]=3)[N:17]([C:15]([C:12]3([CH2:11][O:9][C:3]4[CH:4]=[C:5]([Cl:8])[CH:6]=[CH:7][C:2]=4[Cl:1])[CH2:14][CH2:13]3)=[O:16])[CH2:18][CH2:19]2)[CH2:28][CH2:29]1. The yield is 0.100. (6) The reactants are [Br:1][C:2]1[CH:7]=[CH:6][C:5]([NH2:8])=[C:4](I)[CH:3]=1.[CH3:10][C:11]1([CH3:20])[CH2:16][CH2:15][C:14](B(O)O)=[CH:13][CH2:12]1.C([O-])([O-])=O.[Na+].[Na+].CCOC(C)=O. The catalyst is O1CCOCC1.C1C=CC([P]([Pd]([P](C2C=CC=CC=2)(C2C=CC=CC=2)C2C=CC=CC=2)([P](C2C=CC=CC=2)(C2C=CC=CC=2)C2C=CC=CC=2)[P](C2C=CC=CC=2)(C2C=CC=CC=2)C2C=CC=CC=2)(C2C=CC=CC=2)C2C=CC=CC=2)=CC=1. The product is [Br:1][C:2]1[CH:7]=[CH:6][C:5]([NH2:8])=[C:4]([C:14]2[CH2:15][CH2:16][C:11]([CH3:20])([CH3:10])[CH2:12][CH:13]=2)[CH:3]=1. The yield is 0.910. (7) The reactants are [CH:1]1[C:6]2[C:7](=O)[NH:8][C:9]3[CH:15]=[CH:14][CH:13]=[CH:12][C:10]=3[O:11][C:5]=2[CH:4]=[CH:3][CH:2]=1.P(Cl)(Cl)([Cl:19])=O. The yield is 0.860. No catalyst specified. The product is [Cl:19][C:7]1=[N:8][C:9]2[CH:15]=[CH:14][CH:13]=[CH:12][C:10]=2[O:11][C:5]2[CH:4]=[CH:3][CH:2]=[CH:1][C:6]1=2. (8) The catalyst is C(O)C. The product is [NH2:20][C:21]([CH3:56])([CH3:55])[CH2:22][O:23][C:24]1[CH:29]=[CH:28][C:27]([NH:30][C:31]2[CH:32]=[CH:33][C:34]([CH2:37][CH2:38][NH:39][CH2:40][C@@H:41]([C:43]3[CH:52]=[CH:51][C:50]([OH:53])=[C:49]4[C:44]=3[CH:45]=[CH:46][C:47](=[O:54])[NH:48]4)[OH:42])=[CH:35][CH:36]=2)=[CH:26][CH:25]=1. The reactants are C(=O)(O)[O-].[NH4+].FC(F)(F)C([O-])=O.FC(F)(F)C(O)=O.[NH2:20][C:21]([CH3:56])([CH3:55])[CH2:22][O:23][C:24]1[CH:29]=[CH:28][C:27]([NH:30][C:31]2[CH:36]=[CH:35][C:34]([CH2:37][CH2:38][NH:39][CH2:40][C@@H:41]([C:43]3[CH:52]=[CH:51][C:50]([OH:53])=[C:49]4[C:44]=3[CH:45]=[CH:46][C:47](=[O:54])[NH:48]4)[OH:42])=[CH:33][CH:32]=2)=[CH:26][CH:25]=1. The yield is 0.800. (9) The yield is 0.840. The catalyst is O. The reactants are [NH2:1][CH2:2][CH2:3][C:4]([OH:6])=[O:5].[OH-].[Na+].Cl.[C:10](Cl)(=[O:17])[C:11]1[CH:16]=[CH:15][CH:14]=[N:13][CH:12]=1. The product is [C:10]([NH:1][CH2:2][CH2:3][C:4]([OH:6])=[O:5])(=[O:17])[C:11]1[CH:16]=[CH:15][CH:14]=[N:13][CH:12]=1. (10) The reactants are I[C:2]1[N:3]=[C:4]([CH3:7])[S:5][CH:6]=1.[CH2:8]([C:12]1[N:13]=[C:14]2[CH:19]=[CH:18][CH:17]=[CH:16][N:15]2[CH:20]=1)[CH2:9][C:10]#[CH:11]. The catalyst is C(N(CC)CC)C.[Cu](I)I.Cl[Pd](Cl)([P](C1C=CC=CC=1)(C1C=CC=CC=1)C1C=CC=CC=1)[P](C1C=CC=CC=1)(C1C=CC=CC=1)C1C=CC=CC=1. The product is [CH3:7][C:4]1[S:5][CH:6]=[C:2]([C:11]#[C:10][CH2:9][CH2:8][C:12]2[N:13]=[C:14]3[CH:19]=[CH:18][CH:17]=[CH:16][N:15]3[CH:20]=2)[N:3]=1. The yield is 0.140.